From a dataset of Forward reaction prediction with 1.9M reactions from USPTO patents (1976-2016). Predict the product of the given reaction. (1) Given the reactants C(NC(C)C)(C)C.C([Li])CCC.[CH3:13][C:14]1([CH3:30])[CH2:23][C:22]([CH3:25])([CH3:24])[C:21]2[C:16](=[CH:17][CH:18]=[C:19]([CH2:26][C:27]([OH:29])=[O:28])[CH:20]=2)[O:15]1.[CH2:31](I)[CH2:32][CH2:33][CH2:34][CH3:35], predict the reaction product. The product is: [CH3:13][C:14]1([CH3:30])[CH2:23][C:22]([CH3:24])([CH3:25])[C:21]2[C:16](=[CH:17][CH:18]=[C:19]([CH:26]([CH2:31][CH2:32][CH2:33][CH2:34][CH3:35])[C:27]([OH:29])=[O:28])[CH:20]=2)[O:15]1. (2) The product is: [N:34]([CH:9]([C:3]1[CH:4]=[CH:5][CH:6]=[C:7]([Cl:8])[C:2]=1[Cl:1])[CH2:10][C:11]1[CH:16]=[CH:15][N:14]=[CH:13][CH:12]=1)=[N+:35]=[N-:36]. Given the reactants [Cl:1][C:2]1[C:7]([Cl:8])=[CH:6][CH:5]=[CH:4][C:3]=1[CH:9](O)[CH2:10][C:11]1[CH:16]=[CH:15][N:14]=[CH:13][CH:12]=1.P([N:34]=[N+:35]=[N-:36])(=O)(OC1C=CC=CC=1)OC1C=CC=CC=1.C1CCN2C(=NCCC2)CC1.ClC1C(Cl)=CC=CC=1C=CC1C=CN=CC=1, predict the reaction product. (3) Given the reactants [CH3:1][O:2][CH2:3][CH2:4][CH2:5][N:6]1[C:11]2[CH:12]=[C:13]([CH:16]([O:27][C@@H:28]3[C@@H:33]([C:34]4[CH:39]=[CH:38][C:37]([CH2:40][O:41][CH2:42][C@@H:43]([CH3:53])[C@@H:44]([O:46][CH:47]5CCCCO5)[CH3:45])=[CH:36][CH:35]=4)[C@H:32]([O:54][Si](C(C)C)(C(C)C)C(C)C)[CH2:31][NH:30][CH2:29]3)S(C3C=CC(C)=CC=3)(=O)=O)[CH:14]=[CH:15][C:10]=2[O:9][CH2:8][CH2:7]1, predict the reaction product. The product is: [CH3:47][O:46][C@@H:44]([CH3:45])[C@H:43]([CH3:53])[CH2:42][O:41][CH2:40][C:37]1[CH:38]=[CH:39][C:34]([C@@H:33]2[C@@H:28]([O:27][CH2:16][C:13]3[CH:14]=[CH:15][C:10]4[O:9][CH2:8][CH2:7][N:6]([CH2:5][CH2:4][CH2:3][O:2][CH3:1])[C:11]=4[CH:12]=3)[CH2:29][NH:30][CH2:31][C@H:32]2[OH:54])=[CH:35][CH:36]=1. (4) The product is: [O:8]=[C:6]1[N:7]=[C:3]([NH:20][C:21]2[CH:22]=[C:23]([NH:27][C:28](=[O:30])[CH3:29])[CH:24]=[CH:25][CH:26]=2)[S:4]/[C:5]/1=[CH:9]\[C:10]1[CH:11]=[C:12]2[C:17](=[CH:18][CH:19]=1)[N:16]=[CH:15][CH:14]=[CH:13]2. Given the reactants CS[C:3]1[S:4]/[C:5](=[CH:9]\[C:10]2[CH:11]=[C:12]3[C:17](=[CH:18][CH:19]=2)[N:16]=[CH:15][CH:14]=[CH:13]3)/[C:6](=[O:8])[N:7]=1.[NH2:20][C:21]1[CH:22]=[C:23]([NH:27][C:28](=[O:30])[CH3:29])[CH:24]=[CH:25][CH:26]=1, predict the reaction product. (5) Given the reactants [CH2:1]([C:9]1[C:10]([C:22]([F:25])([F:24])[F:23])=[C:11]2[C:15]3=[C:16]([CH2:18][NH:19][CH2:20][CH2:21][N:14]3[CH:13]=[CH:12]2)[CH:17]=1)[CH2:2][C:3]1[CH:8]=[CH:7][CH:6]=[CH:5][CH:4]=1.[F:26][C:27]([F:35])([F:34])[CH:28]([CH3:33])[CH2:29][C:30](O)=[O:31].CN(C(ON1N=NC2C=CC=NC1=2)=[N+](C)C)C.F[P-](F)(F)(F)(F)F.C(N(CC)CC)C, predict the reaction product. The product is: [F:26][C:27]([F:35])([F:34])[CH:28]([CH3:33])[CH2:29][C:30]([CH:20]1[NH:19][CH2:18][C:16]2=[C:15]3[C:11](=[C:10]([C:22]([F:25])([F:24])[F:23])[C:9]([CH2:1][CH2:2][C:3]4[CH:4]=[CH:5][CH:6]=[CH:7][CH:8]=4)=[CH:17]2)[CH:12]=[CH:13][N:14]3[CH2:21]1)=[O:31]. (6) Given the reactants [Mg].II.[F:4][C:5]1[CH:10]=[CH:9][CH:8]=[CH:7][C:6]=1I.[F:12][C:13]1[CH:32]=[CH:31][C:16]([C:17]([N:19]2[CH2:24][CH2:23][CH:22]([C:25](=[O:30])N(C)OC)[CH2:21][CH2:20]2)=[O:18])=[CH:15][CH:14]=1, predict the reaction product. The product is: [F:12][C:13]1[CH:14]=[CH:15][C:16]([C:17]([N:19]2[CH2:20][CH2:21][CH:22]([C:25](=[O:30])[C:6]3[CH:7]=[CH:8][CH:9]=[CH:10][C:5]=3[F:4])[CH2:23][CH2:24]2)=[O:18])=[CH:31][CH:32]=1. (7) Given the reactants [C:1]([C:3]1[CH:21]=[CH:20][C:6]([C:7]([N:9]2[C:15]3[CH:16]=[CH:17][CH:18]=[CH:19][C:14]=3[CH2:13][CH2:12][CH2:11][CH2:10]2)=[O:8])=[CH:5][CH:4]=1)#[N:2].Cl, predict the reaction product. The product is: [NH2:2][CH2:1][C:3]1[CH:4]=[CH:5][C:6]([C:7]([N:9]2[C:15]3[CH:16]=[CH:17][CH:18]=[CH:19][C:14]=3[CH2:13][CH2:12][CH2:11][CH2:10]2)=[O:8])=[CH:20][CH:21]=1.